From a dataset of Forward reaction prediction with 1.9M reactions from USPTO patents (1976-2016). Predict the product of the given reaction. (1) The product is: [Br:1][C:2]1[N:3]=[C:4]([N:15]2[CH:10]([CH3:9])[CH2:11][CH2:12][CH:13]([NH:16][C:17](=[O:23])[O:18][C:19]([CH3:22])([CH3:21])[CH3:20])[CH2:14]2)[CH:5]=[CH:6][CH:7]=1. Given the reactants [Br:1][C:2]1[CH:7]=[CH:6][CH:5]=[C:4](F)[N:3]=1.[CH3:9][CH:10]1[NH:15][CH2:14][CH:13]([NH:16][C:17](=[O:23])[O:18][C:19]([CH3:22])([CH3:21])[CH3:20])[CH2:12][CH2:11]1, predict the reaction product. (2) The product is: [Cl:1][C:2]1[CH:3]=[CH:4][C:5]([OH:11])=[C:6]([CH:10]=1)[C:7]([NH:34][CH2:33][CH2:32][C:30]1[N:31]=[C:27]([CH:24]([CH3:26])[CH3:25])[S:28][CH:29]=1)=[O:9]. Given the reactants [Cl:1][C:2]1[CH:10]=[C:6]([C:7]([OH:9])=O)[C:5]([OH:11])=[CH:4][CH:3]=1.O.ON1C2C=CC=CC=2N=N1.Cl.[CH:24]([C:27]1[S:28][CH:29]=[C:30]([CH2:32][CH2:33][NH2:34])[N:31]=1)([CH3:26])[CH3:25].CCN(CC)CC.Cl.CN(C)CCCN=C=NCC, predict the reaction product. (3) Given the reactants Cl.Cl.[N:3]1[C:12]2[C:7](=[CH:8][CH:9]=[CH:10][CH:11]=2)[CH:6]=[CH:5][C:4]=1[C:13]1[CH:19]=[CH:18][C:16]([NH2:17])=[CH:15][CH:14]=1.N([O-])=O.[Na+].[N-:24]=[N+:25]=[N-].[Na+], predict the reaction product. The product is: [N:17]([C:16]1[CH:18]=[CH:19][C:13]([C:4]2[CH:5]=[CH:6][C:7]3[C:12](=[CH:11][CH:10]=[CH:9][CH:8]=3)[N:3]=2)=[CH:14][CH:15]=1)=[N+:24]=[N-:25].